Dataset: Forward reaction prediction with 1.9M reactions from USPTO patents (1976-2016). Task: Predict the product of the given reaction. Given the reactants [Cl:1][C:2]1[CH:7]=[CH:6][C:5]([CH2:8][CH3:9])=[CH:4][C:3]=1[CH:10]=[CH2:11].C([B:14]1[O:22][C:19]([CH3:21])([CH3:20])[C:16]([CH3:18])([CH3:17])[O:15]1)=C, predict the reaction product. The product is: [Cl:1][C:2]1[CH:7]=[CH:6][C:5]([CH2:8][CH3:9])=[CH:4][C:3]=1/[CH:10]=[CH:11]/[B:14]1[O:22][C:19]([CH3:21])([CH3:20])[C:16]([CH3:18])([CH3:17])[O:15]1.